Dataset: Reaction yield outcomes from USPTO patents with 853,638 reactions. Task: Predict the reaction yield, written as a fraction of the theoretical maximum amount of product (1.0 means a 100% yield; for example, 0.34 means a 34% yield). (1) The reactants are [Cl:1][C:2]1[N:7]=[CH:6][C:5]2[C:8](I)=[N:9][N:10]([CH:11]([CH3:13])[CH3:12])[C:4]=2[CH:3]=1.C(=O)([O-])[O-].[K+].[K+].[CH:21]12[O:28][CH:25]([CH2:26][CH2:27]1)[CH2:24][NH:23][CH2:22]2.N1CCC[C@H]1C(O)=O. The catalyst is CN(C)C=O.O.[Cu]I. The product is [Cl:1][C:2]1[N:7]=[CH:6][C:5]2[C:8]([N:23]3[CH2:22][CH:21]4[O:28][CH:25]([CH2:26][CH2:27]4)[CH2:24]3)=[N:9][N:10]([CH:11]([CH3:13])[CH3:12])[C:4]=2[CH:3]=1. The yield is 0.310. (2) The reactants are [F:1][C:2]([F:7])([F:6])[C:3]([OH:5])=[O:4].[CH2:8]([S:10]([N:13]1[CH2:18][CH2:17][CH:16]([C:19]2[C:27]3[C:22](=[C:23]([C:38]([NH2:40])=[O:39])[CH:24]=[C:25]([C:28]4[CH:33]=[C:32]([CH2:34][NH:35][CH3:36])[CH:31]=[C:30]([F:37])[CH:29]=4)[CH:26]=3)[NH:21][CH:20]=2)[CH2:15][CH2:14]1)(=[O:12])=[O:11])[CH3:9].[CH2:41]1COCC1.CN. No catalyst specified. The product is [F:1][C:2]([F:7])([F:6])[C:3]([OH:5])=[O:4].[CH2:36]([NH:35][CH2:34][C:32]1[CH:33]=[C:28]([C:25]2[CH:26]=[C:27]3[C:22](=[C:23]([C:38]([NH2:40])=[O:39])[CH:24]=2)[NH:21][CH:20]=[C:19]3[CH:16]2[CH2:17][CH2:18][N:13]([S:10]([CH2:8][CH3:9])(=[O:11])=[O:12])[CH2:14][CH2:15]2)[CH:29]=[C:30]([F:37])[CH:31]=1)[CH3:41]. The yield is 0.155. (3) The reactants are C1(C2C[CH2:11][N:10]([C:13]3[N:18]=[CH:17][C:16]([NH:19][C:20]([C:22]4[O:26][C:25]([N:27]5[C:36]6[C:31](=[CH:32]C=CC=6)[CH2:30][CH2:29][CH2:28]5)=[N:24][C:23]=4[C:37]([F:40])([F:39])[F:38])=[O:21])=[CH:15][CH:14]=3)[CH2:9]C2)C=CC=CC=1.Cl.CN(C)CCCN=C=NCC.ON1[C:58]2[CH:59]=[CH:60][CH:61]=[CH:62][C:57]=2N=N1.C(N(CC)C(C)C)(C)C.[CH3:72][N:73]([CH:75]=[O:76])[CH3:74]. The catalyst is O. The product is [O:76]=[C:75]1[N:73]([CH2:74][C:57]2[CH:62]=[CH:61][CH:60]=[CH:59][CH:58]=2)[CH2:72][CH2:11][N:10]([C:13]2[N:18]=[CH:17][C:16]([NH:19][C:20]([C:22]3[O:26][C:25]([N:27]4[CH2:28][CH2:29][CH2:30][CH:31]([CH3:32])[CH2:36]4)=[N:24][C:23]=3[C:37]([F:39])([F:40])[F:38])=[O:21])=[CH:15][CH:14]=2)[CH2:9]1. The yield is 0.520. (4) The product is [C:27]([O:26][C:24](=[O:31])[NH:25][C:2]1[CH:7]=[CH:6][CH:5]=[C:4]([C:8]2[N:9]=[CH:10][N:11]([CH3:23])[C:12]=2[C:13]2[S:22][C:16]3[N:17]=[CH:18][N:19]=[C:20]([NH2:21])[C:15]=3[CH:14]=2)[CH:3]=1)([CH3:30])([CH3:29])[CH3:28]. The catalyst is O1CCOCC1.[Cu]I. The reactants are I[C:2]1[CH:3]=[C:4]([C:8]2[N:9]=[CH:10][N:11]([CH3:23])[C:12]=2[C:13]2[S:22][C:16]3[N:17]=[CH:18][N:19]=[C:20]([NH2:21])[C:15]=3[CH:14]=2)[CH:5]=[CH:6][CH:7]=1.[C:24](=[O:31])([O:26][C:27]([CH3:30])([CH3:29])[CH3:28])[NH2:25].CNCCNC.P([O-])([O-])([O-])=O.[K+].[K+].[K+]. The yield is 0.0900. (5) The reactants are [CH2:1]([O:8][C:9]1[CH:14]=[CH:13][C:12]([NH:15][C:16]2[C:25]3[C:20](=[CH:21][CH:22]=[C:23]([C:26]4[O:27][C:28]([CH:31]5OCC[O:32]5)=[CH:29][CH:30]=4)[CH:24]=3)[N:19]=[CH:18][N:17]=2)=[CH:11][C:10]=1[C:36]([F:39])([F:38])[F:37])[C:2]1[CH:7]=[CH:6][CH:5]=[CH:4][CH:3]=1.Cl.O. The catalyst is C1COCC1. The product is [CH2:1]([O:8][C:9]1[CH:14]=[CH:13][C:12]([NH:15][C:16]2[C:25]3[C:20](=[CH:21][CH:22]=[C:23]([C:26]4[O:27][C:28]([CH:31]=[O:32])=[CH:29][CH:30]=4)[CH:24]=3)[N:19]=[CH:18][N:17]=2)=[CH:11][C:10]=1[C:36]([F:39])([F:37])[F:38])[C:2]1[CH:7]=[CH:6][CH:5]=[CH:4][CH:3]=1. The yield is 0.840. (6) The reactants are [Cl:1][C:2]1[CH:3]=[C:4]([NH:9][C:10](=O)[CH2:11][C:12]2[CH:17]=[CH:16][CH:15]=[C:14]([O:18][CH2:19][C:20]3[CH:25]=[CH:24][CH:23]=[CH:22][CH:21]=3)[CH:13]=2)[CH:5]=[CH:6][C:7]=1[Cl:8].Cl.[OH-].[K+]. The catalyst is C1COCC1.O. The product is [Cl:1][C:2]1[CH:3]=[C:4]([NH:9][CH2:10][CH2:11][C:12]2[CH:17]=[CH:16][CH:15]=[C:14]([O:18][CH2:19][C:20]3[CH:21]=[CH:22][CH:23]=[CH:24][CH:25]=3)[CH:13]=2)[CH:5]=[CH:6][C:7]=1[Cl:8]. The yield is 0.990.